Dataset: Tyrosyl-DNA phosphodiesterase HTS with 341,365 compounds. Task: Binary Classification. Given a drug SMILES string, predict its activity (active/inactive) in a high-throughput screening assay against a specified biological target. (1) The drug is n1(C2CCCCC2)c2c(nc1C)cc(N)cc2. The result is 0 (inactive). (2) The drug is S(CC(=O)NCc1occc1)c1n(nnn1)c1ccccc1. The result is 0 (inactive). (3) The compound is O(C(=O)c1c(O)c(ccc1)C)CC(=O)Nc1oc(nn1)c1ccccc1. The result is 0 (inactive). (4) The compound is O(CC(=O)NC(c1[nH]c2c(n1)cccc2)C)C. The result is 0 (inactive). (5) The result is 0 (inactive). The drug is Clc1cc(C2N(CC3OCCC3)C(=O)C(O)=C2C(=O)c2occc2)ccc1. (6) The compound is Fc1ccc(NC(=O)COC(=O)c2c3c([nH]c2)cccc3)cc1. The result is 0 (inactive). (7) The drug is Clc1c(N(N2C(=O)C3C4(NOC3C2=O)C(=O)CC(CC4=O)(C)C)C)ncc(c1)C(F)(F)F. The result is 0 (inactive). (8) The molecule is s1c(C(N2CCN(CC2)C(=O)c2occc2)c2cc(F)ccc2)c(O)n2nc(nc12)C. The result is 0 (inactive). (9) The compound is N(CCc1ccccc1)c1ncnc2n(nnc12)C. The result is 0 (inactive).